This data is from Forward reaction prediction with 1.9M reactions from USPTO patents (1976-2016). The task is: Predict the product of the given reaction. (1) Given the reactants C(Cl)(C(Cl)=O)=O.CS(C)=O.[OH:11][CH2:12][CH:13]1[CH2:18][CH2:17][C:16]([C:20]([F:23])([F:22])[F:21])([OH:19])[CH2:15][CH2:14]1.CCN(CC)CC, predict the reaction product. The product is: [OH:19][C:16]1([C:20]([F:21])([F:22])[F:23])[CH2:17][CH2:18][CH:13]([CH:12]=[O:11])[CH2:14][CH2:15]1. (2) Given the reactants [C:1](Cl)(=[O:3])[CH3:2].FC(F)(F)C(O)=O.[NH2:12][C@H:13]1[CH2:17][CH2:16][C@H:15]([O:18][C:19]2[CH:24]=[C:23]([F:25])[CH:22]=[CH:21][C:20]=2[NH:26][C:27]2[C:28]3[C:35]([CH3:36])=[C:34]([C:37]([NH2:39])=[O:38])[S:33][C:29]=3[N:30]=[CH:31][N:32]=2)[CH2:14]1.CCN(C(C)C)C(C)C, predict the reaction product. The product is: [C:1]([NH:12][C@H:13]1[CH2:17][CH2:16][C@H:15]([O:18][C:19]2[CH:24]=[C:23]([F:25])[CH:22]=[CH:21][C:20]=2[NH:26][C:27]2[C:28]3[C:35]([CH3:36])=[C:34]([C:37]([NH2:39])=[O:38])[S:33][C:29]=3[N:30]=[CH:31][N:32]=2)[CH2:14]1)(=[O:3])[CH3:2]. (3) The product is: [CH2:4]([O:6][C:7]1[C:16]([NH:17][S:39]([NH:42][C:43](=[O:49])[O:44][C:45]([CH3:47])([CH3:46])[CH3:48])(=[O:40])=[O:41])=[C:15]2[C:10]([C:11]([CH2:18][C:19]3[CH:20]=[C:21]([O:29][CH3:30])[C:22]([O:27][CH3:28])=[C:23]([O:25][CH3:26])[CH:24]=3)=[CH:12][N:13]=[CH:14]2)=[CH:9][CH:8]=1)[CH3:5]. Given the reactants Cl.Cl.Cl.[CH2:4]([O:6][C:7]1[C:16]([NH2:17])=[C:15]2[C:10]([C:11]([CH2:18][C:19]3[CH:24]=[C:23]([O:25][CH3:26])[C:22]([O:27][CH3:28])=[C:21]([O:29][CH3:30])[CH:20]=3)=[CH:12][N:13]=[CH:14]2)=[CH:9][CH:8]=1)[CH3:5].CS(Cl)(=O)=O.[OH-].[Na+].Cl[S:39]([NH:42][C:43](=[O:49])[O:44][C:45]([CH3:48])([CH3:47])[CH3:46])(=[O:41])=[O:40].ClS(N=C=O)(=O)=O, predict the reaction product. (4) Given the reactants [F:1][C:2]1[CH:3]=[C:4]([CH:7]=[C:8]([F:10])[CH:9]=1)[CH:5]=[O:6].[CH3:11][Mg]Br, predict the reaction product. The product is: [F:1][C:2]1[CH:3]=[C:4]([CH:5]([OH:6])[CH3:11])[CH:7]=[C:8]([F:10])[CH:9]=1. (5) Given the reactants [F:1][C:2]1[C:7]2[C:8](=O)[NH:9][S:10](=[O:12])(=[O:11])[C:6]=2[CH:5]=[CH:4][CH:3]=1.S(Cl)([Cl:16])=O.CN(C=O)C, predict the reaction product. The product is: [Cl:16][C:8]1[C:7]2[C:2]([F:1])=[CH:3][CH:4]=[CH:5][C:6]=2[S:10](=[O:12])(=[O:11])[N:9]=1.